This data is from Forward reaction prediction with 1.9M reactions from USPTO patents (1976-2016). The task is: Predict the product of the given reaction. (1) Given the reactants [NH:1]([C:3]1[N:8]=[CH:7][C:6]([C:9]2[CH:10]=[CH:11][C:12](=[O:16])[N:13]([CH3:15])[CH:14]=2)=[CH:5][CH:4]=1)[NH2:2].N(C1C=CC=CC=1)=[C:18]=[S:19], predict the reaction product. The product is: [NH:1]([C:3]1[N:8]=[CH:7][C:6]([C:9]2[CH:10]=[CH:11][C:12](=[O:16])[N:13]([CH3:15])[CH:14]=2)=[CH:5][CH:4]=1)[NH2:2].[SH:19][C:18]1[N:8]2[CH:7]=[C:6]([C:9]3[CH:10]=[CH:11][C:12](=[O:16])[N:13]([CH3:15])[CH:14]=3)[CH:5]=[CH:4][C:3]2=[N:1][N:2]=1. (2) Given the reactants [C:1]([OH:10])(=O)[C:2]1[C:3](=[CH:5][CH:6]=[CH:7][CH:8]=1)[OH:4], predict the reaction product. The product is: [C:3]([O:10][CH2:1][C:2]1[C:3](=[CH:5][CH:6]=[CH:7][CH:8]=1)[OH:4])(=[O:4])[CH:2]=[CH2:1].